Dataset: Reaction yield outcomes from USPTO patents with 853,638 reactions. Task: Predict the reaction yield, written as a fraction of the theoretical maximum amount of product (1.0 means a 100% yield; for example, 0.34 means a 34% yield). The reactants are [CH2:1]([O:3][C:4]1[C:9]([C:10]2[NH:15][C:14](=[O:16])[C:13]3=[C:17]([CH3:23])[N:18]=[C:19]([CH2:20][CH2:21][CH3:22])[N:12]3[N:11]=2)=[CH:8][C:7]([S:24](Cl)(=[O:26])=[O:25])=[C:6]([O:28][CH3:29])[CH:5]=1)[CH3:2].CN(C1C=CC=CN=1)C.[CH3:39][N:40]1[CH2:45][CH2:44][NH:43][CH2:42][CH2:41]1. The catalyst is ClCCl. The product is [CH2:1]([O:3][C:4]1[CH:5]=[C:6]([O:28][CH3:29])[C:7]([S:24]([N:43]2[CH2:44][CH2:45][N:40]([CH3:39])[CH2:41][CH2:42]2)(=[O:26])=[O:25])=[CH:8][C:9]=1[C:10]1[NH:15][C:14](=[O:16])[C:13]2=[C:17]([CH3:23])[N:18]=[C:19]([CH2:20][CH2:21][CH3:22])[N:12]2[N:11]=1)[CH3:2]. The yield is 0.550.